Dataset: Catalyst prediction with 721,799 reactions and 888 catalyst types from USPTO. Task: Predict which catalyst facilitates the given reaction. (1) Reactant: CN(C)CCN.Cl.[Cl:8][C:9]1[CH:14]=[CH:13][C:12]([O:15][NH2:16])=[CH:11][CH:10]=1.C(O)(=O)C.[C:21]([C:29]1[CH:34]=[C:33]([Cl:35])[CH:32]=[CH:31][C:30]=1[NH:36][S:37]([C:40]([F:43])([F:42])[F:41])(=[O:39])=[O:38])(=O)[C:22]1[CH:27]=[CH:26][CH:25]=[CH:24][CH:23]=1. Product: [Cl:35][C:33]1[CH:32]=[CH:31][C:30]([NH:36][S:37]([C:40]([F:43])([F:41])[F:42])(=[O:39])=[O:38])=[C:29]([C:21](=[N:16][O:15][C:12]2[CH:13]=[CH:14][C:9]([Cl:8])=[CH:10][CH:11]=2)[C:22]2[CH:23]=[CH:24][CH:25]=[CH:26][CH:27]=2)[CH:34]=1. The catalyst class is: 14. (2) Reactant: [CH2:1]([N:3]([CH2:18][CH3:19])[CH2:4][CH2:5][NH:6][C:7]([C:9]1[C:13]([CH3:14])=[C:12]([CH:15]=O)[NH:11][C:10]=1[CH3:17])=[O:8])[CH3:2].[F:20][C:21]1[CH:22]=[C:23]2[C:27](=[CH:28][CH:29]=1)[NH:26][C:25](=[O:30])[CH2:24]2.N1CCCC1. Product: [CH3:2][CH2:1][N:3]([CH2:4][CH2:5][NH:6][C:7]([C:9]1[C:13]([CH3:14])=[C:12](/[CH:15]=[C:24]2/[C:23]3[CH:22]=[C:21]([F:20])[CH:29]=[CH:28][C:27]=3[NH:26][C:25]/2=[O:30])[NH:11][C:10]=1[CH3:17])=[O:8])[CH2:18][CH3:19]. The catalyst class is: 244.